Dataset: Reaction yield outcomes from USPTO patents with 853,638 reactions. Task: Predict the reaction yield, written as a fraction of the theoretical maximum amount of product (1.0 means a 100% yield; for example, 0.34 means a 34% yield). (1) The reactants are C(NC(C)C)(C)C.C([Li])CCC.[Li+].CC([N-]C(C)C)C.[CH2:21]([N:23]1[C:31]2[C:26](=[CH:27][CH:28]=[C:29]([O:32][CH3:33])[CH:30]=2)[C:25]([C:34]#[N:35])=[CH:24]1)[CH3:22].[CH2:36]([Sn:40](I)([CH2:45][CH2:46][CH2:47][CH3:48])[CH2:41][CH2:42][CH2:43][CH3:44])[CH2:37][CH2:38][CH3:39]. The catalyst is C1COCC1. The product is [CH2:21]([N:23]1[C:31]2[C:26](=[CH:27][CH:28]=[C:29]([O:32][CH3:33])[CH:30]=2)[C:25]([C:34]#[N:35])=[C:24]1[Sn:40]([CH2:41][CH2:42][CH2:43][CH3:44])([CH2:45][CH2:46][CH2:47][CH3:48])[CH2:36][CH2:37][CH2:38][CH3:39])[CH3:22]. The yield is 0.980. (2) The product is [Cl:16][C:6]1[C:7]2[N:8]([CH:10]=[CH:11][CH:12]=2)[CH:9]=[C:4]([CH:1]([CH3:3])[CH3:2])[N:5]=1. No catalyst specified. The yield is 0.620. The reactants are [CH:1]([C:4]1[NH:5][C:6](=O)[C:7]2[N:8]([CH:10]=[CH:11][CH:12]=2)[CH:9]=1)([CH3:3])[CH3:2].O=P(Cl)(Cl)[Cl:16]. (3) The product is [Cl:31][C:32]1[C:40]([N+:41]([O-:43])=[O:42])=[CH:39][CH:38]=[CH:37][C:33]=1[C:34]([NH:12][C:11]1[C:10]([Br:9])=[CH:16][C:15]([C:17]([F:29])([C:22]([F:27])([F:28])[C:23]([F:24])([F:25])[F:26])[C:18]([F:19])([F:20])[F:21])=[CH:14][C:13]=1[Br:30])=[O:35]. The reactants are CN1C(=O)N(C)CC1.[Br:9][C:10]1[CH:16]=[C:15]([C:17]([F:29])([C:22]([F:28])([F:27])[C:23]([F:26])([F:25])[F:24])[C:18]([F:21])([F:20])[F:19])[CH:14]=[C:13]([Br:30])[C:11]=1[NH2:12].[Cl:31][C:32]1[C:40]([N+:41]([O-:43])=[O:42])=[CH:39][CH:38]=[CH:37][C:33]=1[C:34](Cl)=[O:35].O. The yield is 0.400. The catalyst is C(OCC)(=O)C. (4) The reactants are [O:1]1[CH:5]=[CH:4][CH:3]=[C:2]1[C:6]([NH:8][C:9]1[CH:18]=[CH:17][C:12]([C:13](OC)=[O:14])=[CH:11][CH:10]=1)=[O:7].O.[NH2:20][NH2:21]. The catalyst is CCO. The product is [NH:20]([C:13]([C:12]1[CH:17]=[CH:18][C:9]([NH:8][C:6]([C:2]2[O:1][CH:5]=[CH:4][CH:3]=2)=[O:7])=[CH:10][CH:11]=1)=[O:14])[NH2:21]. The yield is 0.500. (5) The reactants are [Br:1][C:2]1[CH:3]=[CH:4][C:5]([OH:11])=[C:6]([C:8](=[O:10])[CH3:9])[CH:7]=1.[C:12]([CH:16]1[CH2:20][CH2:19][C:18](=O)[CH2:17]1)([CH3:15])([CH3:14])[CH3:13].N1CCCC1. The catalyst is CO. The product is [Br:1][C:2]1[CH:7]=[C:6]2[C:5](=[CH:4][CH:3]=1)[O:11][C:18]1([CH2:19][CH2:20][CH:16]([C:12]([CH3:15])([CH3:14])[CH3:13])[CH2:17]1)[CH2:9][C:8]2=[O:10]. The yield is 0.890.